Dataset: Forward reaction prediction with 1.9M reactions from USPTO patents (1976-2016). Task: Predict the product of the given reaction. Given the reactants [F:1][C:2]([F:20])([F:19])[S:3]([NH:6][C:7]1[CH:8]=[C:9]2[C:13](=[CH:14][CH:15]=1)[NH:12][C:11]([C:16]([OH:18])=O)=[CH:10]2)(=[O:5])=[O:4].C[O:22][C:23](=[O:31])[C:24]1[CH:29]=[CH:28][C:27]([NH2:30])=[CH:26][CH:25]=1, predict the reaction product. The product is: [F:1][C:2]([F:20])([F:19])[S:3]([NH:6][C:7]1[CH:8]=[C:9]2[C:13](=[CH:14][CH:15]=1)[NH:12][C:11]([C:16]([NH:30][C:27]1[CH:28]=[CH:29][C:24]([C:23]([OH:31])=[O:22])=[CH:25][CH:26]=1)=[O:18])=[CH:10]2)(=[O:4])=[O:5].